This data is from Full USPTO retrosynthesis dataset with 1.9M reactions from patents (1976-2016). The task is: Predict the reactants needed to synthesize the given product. (1) Given the product [C:18]([O:17][C:15]([N:2]1[CH2:3][C:4]2([CH2:8][CH:7]([C:9]([OH:11])=[O:10])[CH2:6][S:5]2(=[O:13])=[O:14])[CH2:1]1)=[O:16])([CH3:21])([CH3:19])[CH3:20], predict the reactants needed to synthesize it. The reactants are: [CH2:1]1[C:4]2([CH2:8][CH:7]([C:9]([O:11]C)=[O:10])[CH2:6][S:5]2(=[O:14])=[O:13])[CH2:3][N:2]1[C:15]([O:17][C:18]([CH3:21])([CH3:20])[CH3:19])=[O:16].[OH-].[Na+].Cl. (2) Given the product [Cl:18][C:19]1[CH:27]=[CH:26][CH:25]=[C:24]([F:28])[C:8]=1[C:6](=[O:7])[CH2:5][C:4]([O:10][CH3:11])=[O:9], predict the reactants needed to synthesize it. The reactants are: [Cl-].[Mg+2].[Cl-].[C:4]([O:10][CH3:11])(=[O:9])[CH2:5][C:6]([CH3:8])=[O:7].N1C=CC=CC=1.[Cl:18][C:19]1[CH:27]=[CH:26][CH:25]=[C:24]([F:28])C=1C(Cl)=O.S(=O)(=O)(O)O. (3) Given the product [Cl:1][C:2]1[CH:3]=[C:4]([C:8]#[C:9][C:10]2([OH:20])[CH2:19][CH2:18][C:13](=[O:14])[CH2:12][CH2:11]2)[CH:5]=[CH:6][CH:7]=1, predict the reactants needed to synthesize it. The reactants are: [Cl:1][C:2]1[CH:3]=[C:4]([C:8]#[C:9][C:10]2([OH:20])[CH2:19][CH2:18][C:13]3(OCC[O:14]3)[CH2:12][CH2:11]2)[CH:5]=[CH:6][CH:7]=1.CC1C=CC(S(O)(=O)=O)=CC=1. (4) Given the product [OH:7][CH:6]1[O:8][C@H:9]([CH2:14][OH:15])[C@@H:10]([OH:13])[C@H:11]([OH:12])[C@H:5]1[NH2:4], predict the reactants needed to synthesize it. The reactants are: C([NH:4][C@@H:5]1[C@@H:11]([OH:12])[C@H:10]([OH:13])[C@@H:9]([CH2:14][OH:15])[O:8][CH:6]1[OH:7])(=O)C.Cl.OC1O[C@H](CO)[C@@H](O)[C@H](O)[C@H]1N. (5) Given the product [CH3:20][N:19]([CH3:21])[CH2:18][CH2:17][CH2:16][N:9]1[CH:10]=[CH:11][C:6]([C:4]([N:3]([O:2][CH3:1])[CH3:13])=[O:5])=[CH:7][C:8]1=[O:12], predict the reactants needed to synthesize it. The reactants are: [CH3:1][O:2][N:3]([CH3:13])[C:4]([C:6]1[CH:11]=[CH:10][NH:9][C:8](=[O:12])[CH:7]=1)=[O:5].Cl.Cl[CH2:16][CH2:17][CH2:18][N:19]([CH3:21])[CH3:20].C([O-])([O-])=O.[K+].[K+].O.